From a dataset of Reaction yield outcomes from USPTO patents with 853,638 reactions. Predict the reaction yield, written as a fraction of the theoretical maximum amount of product (1.0 means a 100% yield; for example, 0.34 means a 34% yield). (1) The reactants are O.O.O.O.O.O.[NH:7]1[CH2:12][CH2:11][NH:10][CH2:9][CH2:8]1.Cl.[O:14]1[CH:18]=[CH:17][CH:16]=[C:15]1[C:19](Cl)=[O:20].[OH-].[Na+]. The yield is 0.600. The catalyst is O. The product is [O:14]1[CH:18]=[CH:17][CH:16]=[C:15]1[C:19]([N:7]1[CH2:12][CH2:11][NH:10][CH2:9][CH2:8]1)=[O:20]. (2) The reactants are [CH2:1]([O:8][C:9]1([C:12]2[CH:17]=[CH:16][C:15]([C:18]#[C:19][C:20]3[CH:25]=[CH:24][C:23]([CH2:26][C:27]([O:29]C)=[O:28])=[CH:22][CH:21]=3)=[CH:14][C:13]=2[CH3:31])[CH2:11][CH2:10]1)[C:2]1[CH:7]=[CH:6][CH:5]=[CH:4][CH:3]=1.[OH-].[Na+]. The catalyst is C(O)C.O1CCCC1. The product is [CH2:1]([O:8][C:9]1([C:12]2[CH:17]=[CH:16][C:15]([C:18]#[C:19][C:20]3[CH:21]=[CH:22][C:23]([CH2:26][C:27]([OH:29])=[O:28])=[CH:24][CH:25]=3)=[CH:14][C:13]=2[CH3:31])[CH2:10][CH2:11]1)[C:2]1[CH:3]=[CH:4][CH:5]=[CH:6][CH:7]=1. The yield is 0.400. (3) The reactants are [Br:1][C:2]1[CH:7]=[CH:6][C:5]([C:8]2([OH:19])[CH2:11][CH:10]([C:12]([O:14]C(C)(C)C)=[O:13])[CH2:9]2)=[CH:4][C:3]=1[F:20]. The catalyst is CO.[OH-].[Na+]. The product is [Br:1][C:2]1[CH:7]=[CH:6][C:5]([C:8]2([OH:19])[CH2:11][CH:10]([C:12]([OH:14])=[O:13])[CH2:9]2)=[CH:4][C:3]=1[F:20]. The yield is 0.960. (4) The reactants are [OH:1][CH2:2][CH:3]([NH:5][S:6]([C:9]1[CH:14]=[CH:13][C:12](B2OC(C)(C)C(C)(C)O2)=[CH:11][CH:10]=1)(=[O:8])=[O:7])[CH3:4].Br[C:25]1[C:26]2[C:27]3[CH:40]=[CH:39][S:38][C:28]=3[C:29](=[O:37])[NH:30][C:31]=2[CH:32]=[CH:33][C:34]=1[O:35][CH3:36]. No catalyst specified. The product is [OH:1][CH2:2][CH:3]([NH:5][S:6]([C:9]1[CH:10]=[CH:11][C:12]([C:25]2[C:26]3[C:27]4[CH:40]=[CH:39][S:38][C:28]=4[C:29](=[O:37])[NH:30][C:31]=3[CH:32]=[CH:33][C:34]=2[O:35][CH3:36])=[CH:13][CH:14]=1)(=[O:7])=[O:8])[CH3:4]. The yield is 0.160. (5) The reactants are [CH3:1][C:2]1[O:6][C:5]([C@H:7]2[CH2:12][CH2:11][C@H:10]([N:13]3[C:18](=[O:19])[C:17]([CH2:20][C:21]4[CH:26]=[CH:25][C:24]([C:27]5[C:28]([C:33]#[N:34])=[CH:29][CH:30]=[CH:31][CH:32]=5)=[CH:23][CH:22]=4)=[C:16]([CH2:35][CH2:36][CH3:37])[N:15]4[N:38]=[CH:39][N:40]=[C:14]34)[CH2:9][CH2:8]2)=[N:4][N:3]=1.C([Sn](=O)CCCC)CCC.[N:51]([Si](C)(C)C)=[N+:52]=[N-:53].C1(C)C=CC=CC=1. The catalyst is C(OCC)(=O)C. The product is [CH3:1][C:2]1[O:6][C:5]([C@H:7]2[CH2:8][CH2:9][C@H:10]([N:13]3[C:18](=[O:19])[C:17]([CH2:20][C:21]4[CH:26]=[CH:25][C:24]([C:27]5[CH:32]=[CH:31][CH:30]=[CH:29][C:28]=5[C:33]5[NH:53][N:52]=[N:51][N:34]=5)=[CH:23][CH:22]=4)=[C:16]([CH2:35][CH2:36][CH3:37])[N:15]4[N:38]=[CH:39][N:40]=[C:14]34)[CH2:11][CH2:12]2)=[N:4][N:3]=1. The yield is 0.140. (6) The reactants are [F:1][C:2]1[CH:3]=[N:4][C:5]2[C:10]([C:11]=1[CH2:12][CH2:13][N:14]1[CH2:19][CH2:18][NH:17][CH:16]([CH2:20][NH:21][CH2:22][C:23]3[CH:24]=[CH:25][C:26]4[S:27][CH2:28][C:29](=[O:33])[NH:30][C:31]=4[N:32]=3)[CH2:15]1)=[N:9][C:8]([O:34][CH3:35])=[CH:7][CH:6]=2.C(N(CC)CC)C.[C:43](Cl)(Cl)=[O:44]. The catalyst is C(Cl)Cl. The product is [F:1][C:2]1[CH:3]=[N:4][C:5]2[C:10]([C:11]=1[CH2:12][CH2:13][N:14]1[CH2:19][CH2:18][N:17]3[C:43](=[O:44])[N:21]([CH2:22][C:23]4[CH:24]=[CH:25][C:26]5[S:27][CH2:28][C:29](=[O:33])[NH:30][C:31]=5[N:32]=4)[CH2:20][CH:16]3[CH2:15]1)=[N:9][C:8]([O:34][CH3:35])=[CH:7][CH:6]=2. The yield is 0.150.